From a dataset of Peptide-MHC class I binding affinity with 185,985 pairs from IEDB/IMGT. Regression. Given a peptide amino acid sequence and an MHC pseudo amino acid sequence, predict their binding affinity value. This is MHC class I binding data. (1) The peptide sequence is AMVRMYIFF. The MHC is HLA-A29:02 with pseudo-sequence HLA-A29:02. The binding affinity (normalized) is 0.435. (2) The peptide sequence is RISGVDRYY. The MHC is HLA-B44:02 with pseudo-sequence HLA-B44:02. The binding affinity (normalized) is 0.303. (3) The peptide sequence is FLVCFPSTQR. The binding affinity (normalized) is 0.0909. The MHC is HLA-A33:01 with pseudo-sequence HLA-A33:01. (4) The peptide sequence is LMVDSFDPV. The MHC is HLA-A02:06 with pseudo-sequence HLA-A02:06. The binding affinity (normalized) is 0.886.